From a dataset of Forward reaction prediction with 1.9M reactions from USPTO patents (1976-2016). Predict the product of the given reaction. (1) Given the reactants [Cl:1][C:2]1[N:7]=[C:6](Cl)[CH:5]=[CH:4][N:3]=1.[Br:9][C:10]1[CH:16]=[C:15]([CH3:17])[CH:14]=[CH:13][C:11]=1[NH2:12].C(N(C(C)C)CC)(C)C, predict the reaction product. The product is: [CH3:11][CH2:13][CH2:14][CH:15]([CH3:17])[CH3:16].[Cl:1][C:2]1[N:7]=[C:6]([NH:12][C:11]2[CH:13]=[CH:14][C:15]([CH3:17])=[CH:16][C:10]=2[Br:9])[CH:5]=[CH:4][N:3]=1. (2) The product is: [F:16][C:17]1[C:22]([F:23])=[CH:21][CH:20]=[CH:19][C:18]=1[C:24]1[N:29]=[C:28]([N:30]2[CH2:31][CH2:32][N:33]([C:8]([NH:7][C:5]3[O:4][N:3]=[C:2]([CH3:1])[CH:6]=3)=[O:15])[CH2:34][CH2:35]2)[CH:27]=[CH:26][CH:25]=1. Given the reactants [CH3:1][C:2]1[CH:6]=[C:5]([NH:7][C:8](=[O:15])OCC(Cl)(Cl)Cl)[O:4][N:3]=1.[F:16][C:17]1[C:22]([F:23])=[CH:21][CH:20]=[CH:19][C:18]=1[C:24]1[N:29]=[C:28]([N:30]2[CH2:35][CH2:34][NH:33][CH2:32][CH2:31]2)[CH:27]=[CH:26][CH:25]=1, predict the reaction product. (3) Given the reactants Br[C:2]1[CH:7]=[CH:6][CH:5]=[CH:4][C:3]=1[C:8](=[O:12])[CH2:9][C:10]#[N:11].[Na].[CH3:14][S:15](O)(=[O:17])=[O:16].N1CCC[C@H]1C(O)=O.[OH-].[Na+], predict the reaction product. The product is: [CH3:14][S:15]([C:2]1[CH:7]=[CH:6][CH:5]=[CH:4][C:3]=1[C:8](=[O:12])[CH2:9][C:10]#[N:11])(=[O:17])=[O:16]. (4) The product is: [N+:3]([C:6]1[CH:11]=[CH:10][CH:9]=[CH:8][C:7]=1[CH:12]([OH:14])[CH3:13])([O-:5])=[O:4]. Given the reactants [BH4-].[Na+].[N+:3]([C:6]1[CH:11]=[CH:10][CH:9]=[CH:8][C:7]=1[C:12](=[O:14])[CH3:13])([O-:5])=[O:4], predict the reaction product. (5) Given the reactants [Cl:1][C:2]1[C:7]([OH:8])=[N:6][C:5]2[N:9]([CH:12]([CH3:14])[CH3:13])[N:10]=[CH:11][C:4]=2[C:3]=1[C:15]([O:17][CH2:18][CH3:19])=[O:16].N1C=CC=CC=1.[S:26](O[S:26]([C:29]([F:32])([F:31])[F:30])(=[O:28])=[O:27])([C:29]([F:32])([F:31])[F:30])(=[O:28])=[O:27].O, predict the reaction product. The product is: [Cl:1][C:2]1[C:7]([O:8][S:26]([C:29]([F:32])([F:31])[F:30])(=[O:28])=[O:27])=[N:6][C:5]2[N:9]([CH:12]([CH3:14])[CH3:13])[N:10]=[CH:11][C:4]=2[C:3]=1[C:15]([O:17][CH2:18][CH3:19])=[O:16]. (6) Given the reactants [C:1]1([C:7]2[N:8]=[CH:9][C:10]([N:19]([CH:21]3[C:29]4[C:24](=[C:25]([O:30]COC)[CH:26]=[CH:27][CH:28]=4)[CH2:23][CH2:22]3)[CH3:20])=[N:11][C:12]=2[C:13]2[CH:18]=[CH:17][CH:16]=[CH:15][CH:14]=2)[CH:6]=[CH:5][CH:4]=[CH:3][CH:2]=1.O.C(=O)([O-])O.[Na+], predict the reaction product. The product is: [C:1]1([C:7]2[N:8]=[CH:9][C:10]([N:19]([CH:21]3[C:29]4[C:24](=[C:25]([OH:30])[CH:26]=[CH:27][CH:28]=4)[CH2:23][CH2:22]3)[CH3:20])=[N:11][C:12]=2[C:13]2[CH:18]=[CH:17][CH:16]=[CH:15][CH:14]=2)[CH:6]=[CH:5][CH:4]=[CH:3][CH:2]=1.